This data is from Forward reaction prediction with 1.9M reactions from USPTO patents (1976-2016). The task is: Predict the product of the given reaction. (1) The product is: [F:29][C:2]([F:1])([C:22]1[CH:27]=[CH:26][C:25]([F:28])=[CH:24][CH:23]=1)[C:3]1[N:4]=[C:5]([NH:15][C:16]2[CH:20]=[C:19]([CH3:21])[NH:18][N:17]=2)[C:6]2[S:11][CH:10]=[N:9][C:7]=2[N:8]=1. Given the reactants [F:1][C:2]([F:29])([C:22]1[CH:27]=[CH:26][C:25]([F:28])=[CH:24][CH:23]=1)[C:3]1[N:4]=[C:5]([NH:15][C:16]2[CH:20]=[C:19]([CH3:21])[NH:18][N:17]=2)[C:6]2[S:11][C:10](S(C)=O)=[N:9][C:7]=2[N:8]=1.C([Mg]Cl)C1C=CC=CC=1.C1COCC1, predict the reaction product. (2) Given the reactants [NH2:1][C:2]1[S:3][CH:4]=[CH:5][C:6]=1[C:7]([O:9][CH3:10])=[O:8].[C:11](O[C:11]([O:12][C:13]([CH3:16])([CH3:15])[CH3:14])=[O:17])(=[O:17])[O:12][C:13]([CH3:16])([CH3:15])[CH3:14], predict the reaction product. The product is: [C:13]([O:12][C:11]([NH:1][C:2]1[S:3][CH:4]=[CH:5][C:6]=1[C:7]([O:9][CH3:10])=[O:8])=[O:17])([CH3:16])([CH3:15])[CH3:14]. (3) Given the reactants Cl.[NH2:2][C:3]1[CH:8]=[CH:7][C:6]([CH2:9][C:10]([O:12]CC)=[O:11])=[CH:5][C:4]=1[C:15]1[CH:20]=[CH:19][C:18]([C:21]([F:24])([F:23])[F:22])=[CH:17][CH:16]=1.C(=O)([O-])[O-].[K+].[K+].Br[CH2:32][CH:33]=[C:34]([CH3:36])[CH3:35].[OH-].[K+].Cl, predict the reaction product. The product is: [CH3:35][C:34]([CH3:36])=[CH:33][CH2:32][N:2]([CH2:8][CH:3]=[C:4]([CH3:15])[CH3:5])[C:3]1[CH:8]=[CH:7][C:6]([CH2:9][C:10]([OH:12])=[O:11])=[CH:5][C:4]=1[C:15]1[CH:20]=[CH:19][C:18]([C:21]([F:24])([F:23])[F:22])=[CH:17][CH:16]=1. (4) Given the reactants [NH2:1][CH:2]1[CH2:7][CH2:6][CH:5]([NH:8][C:9]2[N:17]=[C:16]3[C:12]([N:13]=[CH:14][N:15]3[CH:18]3[CH2:22][CH2:21][CH2:20][CH2:19]3)=[C:11]([NH:23][CH2:24][C:25]3[CH:30]=[CH:29][C:28](Br)=[CH:27][CH:26]=3)[N:10]=2)[CH2:4][CH2:3]1.Cl.[NH2:33][C:34]1[CH:39]=[CH:38][CH:37]=[CH:36][C:35]=1B(O)O.C1(P(C2C=CC=CC=2)C2C=CC=CC=2)C=CC=CC=1.C(=O)([O-])[O-].[Na+].[Na+], predict the reaction product. The product is: [NH2:33][C:34]1[CH:39]=[CH:38][CH:37]=[CH:36][C:35]=1[C:28]1[CH:29]=[CH:30][C:25]([CH2:24][NH:23][C:11]2[N:10]=[C:9]([NH:8][CH:5]3[CH2:6][CH2:7][CH:2]([NH2:1])[CH2:3][CH2:4]3)[N:17]=[C:16]3[C:12]=2[N:13]=[CH:14][N:15]3[CH:18]2[CH2:22][CH2:21][CH2:20][CH2:19]2)=[CH:26][CH:27]=1.